This data is from Forward reaction prediction with 1.9M reactions from USPTO patents (1976-2016). The task is: Predict the product of the given reaction. (1) Given the reactants [CH2:1]([O:3][C:4]([C:6]1[C:7]([C:19]([CH3:21])=[CH2:20])=[C:8]2[N:13]([CH:14]=1)[CH:12]=[C:11]([CH2:15][N:16]=[N+:17]=[N-:18])[CH:10]=[CH:9]2)=[O:5])[CH3:2].[F:22][C:23]([F:31])([F:30])[C:24]([OH:29])([CH2:27][CH3:28])[C:25]#[CH:26], predict the reaction product. The product is: [CH2:1]([O:3][C:4]([C:6]1[C:7]([C:19]([CH3:21])=[CH2:20])=[C:8]2[N:13]([CH:14]=1)[CH:12]=[C:11]([CH2:15][N:16]1[CH:26]=[C:25]([C:24]([OH:29])([C:23]([F:31])([F:30])[F:22])[CH2:27][CH3:28])[N:18]=[N:17]1)[CH:10]=[CH:9]2)=[O:5])[CH3:2]. (2) Given the reactants [F:1][CH:2]([F:25])[CH2:3][O:4][C:5]1[CH:6]=[C:7]([C:14]([F:24])([F:23])[C:15]2[CH:16]=[C:17]([CH:20]=[CH:21][CH:22]=2)[C:18]#[N:19])[CH:8]=[C:9]([N+:11]([O-])=O)[CH:10]=1.[NH4+].[Cl-], predict the reaction product. The product is: [NH2:11][C:9]1[CH:8]=[C:7]([C:14]([F:23])([F:24])[C:15]2[CH:16]=[C:17]([CH:20]=[CH:21][CH:22]=2)[C:18]#[N:19])[CH:6]=[C:5]([O:4][CH2:3][CH:2]([F:1])[F:25])[CH:10]=1. (3) Given the reactants [Br:1][C:2]1[CH:3]=[CH:4][C:5]([F:16])=[C:6]([C:8]2([CH3:15])[NH:13][C:12](=O)[CH2:11][O:10][CH2:9]2)[CH:7]=1.COC1C=CC(P2(SP(C3C=CC(OC)=CC=3)(=S)S2)=[S:26])=CC=1, predict the reaction product. The product is: [Br:1][C:2]1[CH:3]=[CH:4][C:5]([F:16])=[C:6]([C:8]2([CH3:15])[NH:13][C:12](=[S:26])[CH2:11][O:10][CH2:9]2)[CH:7]=1. (4) Given the reactants [H-].[Na+].[NH2:3][C@@H:4]([CH2:7][CH3:8])[CH2:5][OH:6].Cl[CH2:10][C:11](OCC)=[O:12].[NH4+].[Cl-], predict the reaction product. The product is: [CH2:7]([C@@H:4]1[NH:3][C:11](=[O:12])[CH2:10][O:6][CH2:5]1)[CH3:8]. (5) Given the reactants [C:1]([CH2:3][C:4]1[C:5]([C:10]#[N:11])=[N:6][CH:7]=[CH:8][CH:9]=1)#[N:2].[CH2:12]([Li])CCC.CCCCCC.IC, predict the reaction product. The product is: [C:1]([CH:3]([C:4]1[C:5]([C:10]#[N:11])=[N:6][CH:7]=[CH:8][CH:9]=1)[CH3:12])#[N:2]. (6) Given the reactants [CH:1]([C:4]1[CH:16]=[CH:15][CH:14]=[CH:13][C:5]=1[O:6][CH:7]1[CH2:12][CH2:11][CH2:10][CH2:9][O:8]1)([CH3:3])[CH3:2].[Li+].CCC[CH2-].[O:22]1[CH2:26][CH2:25][CH2:24][CH2:23]1, predict the reaction product. The product is: [CH:25]1([C:26]([C:13]2[CH:14]=[CH:15][CH:16]=[C:4]([CH:1]([CH3:3])[CH3:2])[C:5]=2[O:6][CH:7]2[CH2:12][CH2:11][CH2:10][CH2:9][O:8]2)=[O:22])[CH2:23][CH2:24]1. (7) Given the reactants Cl[C:2]1[C:11]2[C:6](=[C:7]([N+:12]([O-:14])=[O:13])[CH:8]=[CH:9][CH:10]=2)[CH:5]=[CH:4][N:3]=1.[F:15][C:16]([F:25])([F:24])[C:17]1[CH:18]=[C:19]([CH:21]=[CH:22][CH:23]=1)[NH2:20], predict the reaction product. The product is: [N+:12]([C:7]1[CH:8]=[CH:9][CH:10]=[C:11]2[C:6]=1[CH:5]=[CH:4][N:3]=[C:2]2[NH:20][C:19]1[CH:21]=[CH:22][CH:23]=[C:17]([C:16]([F:15])([F:24])[F:25])[CH:18]=1)([O-:14])=[O:13].